Dataset: Catalyst prediction with 721,799 reactions and 888 catalyst types from USPTO. Task: Predict which catalyst facilitates the given reaction. (1) Reactant: [CH3:1][O:2][C:3](=[O:23])[C:4]1[CH:9]=[C:8]([O:10][CH2:11][CH2:12][CH2:13]OS(C)(=O)=O)[CH:7]=[CH:6][C:5]=1[NH:19][C:20](=[O:22])[CH3:21].[NH:24]1[CH2:29][CH2:28][CH2:27][CH2:26][CH2:25]1.C([O-])([O-])=O.[K+].[K+].CO. Product: [NH4+:19].[OH-:2].[CH3:1][O:2][C:3](=[O:23])[C:4]1[CH:9]=[C:8]([O:10][CH2:11][CH2:12][CH2:13][N:24]2[CH2:29][CH2:28][CH2:27][CH2:26][CH2:25]2)[CH:7]=[CH:6][C:5]=1[NH:19][C:20](=[O:22])[CH3:21]. The catalyst class is: 10. (2) Reactant: [Cl:1][C:2]1[CH:7]=[CH:6][C:5]([C:8]([CH3:24])([CH3:23])[C:9]([NH:11][NH:12][C:13](=[S:22])[NH:14][C:15]2[CH:20]=[CH:19][C:18]([F:21])=[CH:17][CH:16]=2)=O)=[CH:4][C:3]=1[O:25][CH3:26].Cl. Product: [Cl:1][C:2]1[CH:7]=[CH:6][C:5]([C:8]([C:9]2[N:14]([C:15]3[CH:20]=[CH:19][C:18]([F:21])=[CH:17][CH:16]=3)[C:13]([SH:22])=[N:12][N:11]=2)([CH3:24])[CH3:23])=[CH:4][C:3]=1[O:25][CH3:26]. The catalyst class is: 74. (3) Reactant: [NH2:1][C:2]1[CH:3]=[N:4][C:5]([CH3:8])=[CH:6][CH:7]=1.N1(C(N2C=CN=C2)=S)C=CN=[CH:10]1.[Cl:21][C:22]1[CH:27]=[CH:26][CH:25]=[C:24]([Cl:28])[C:23]=1[C:29]1[NH:30][C:31]2[CH:37]=[C:36]([C:38]([NH:40][NH2:41])=[O:39])[CH:35]=[CH:34][C:32]=2[N:33]=1.CCN=C=NCCCN(C)C. Product: [Cl:21][C:22]1[CH:27]=[CH:26][CH:25]=[C:24]([Cl:28])[C:23]=1[C:29]1[NH:30][C:31]2[CH:37]=[C:36]([C:38]3[O:39][C:10]([NH:1][C:2]4[CH:3]=[N:4][C:5]([CH3:8])=[CH:6][CH:7]=4)=[N:41][N:40]=3)[CH:35]=[CH:34][C:32]=2[N:33]=1. The catalyst class is: 31. (4) Reactant: [NH2:1][C:2]1[CH:16]=[C:15]([F:17])[CH:14]=[CH:13][C:3]=1[CH2:4][NH:5][CH:6]1[CH2:10][C:9](=[O:11])[NH:8][C:7]1=[O:12].[CH2:18](OC(OCC)OCC)C. Product: [F:17][C:15]1[CH:16]=[C:2]2[C:3]([CH2:4][N:5]([CH:6]3[CH2:10][C:9](=[O:11])[NH:8][C:7]3=[O:12])[CH:18]=[N:1]2)=[CH:13][CH:14]=1. The catalyst class is: 15. (5) Reactant: Br[C:2]1[CH:3]=[C:4]2[C:9](=[CH:10][CH:11]=1)[CH:8]=[C:7]([C:12]#[N:13])[CH:6]=[CH:5]2.[B:14]1([B:14]2[O:18][C:17]([CH3:20])([CH3:19])[C:16]([CH3:22])([CH3:21])[O:15]2)[O:18][C:17]([CH3:20])([CH3:19])[C:16]([CH3:22])([CH3:21])[O:15]1.C([O-])(=O)C.[K+].C(Cl)Cl. Product: [CH3:21][C:16]1([CH3:22])[C:17]([CH3:20])([CH3:19])[O:18][B:14]([C:2]2[CH:3]=[C:4]3[C:9](=[CH:10][CH:11]=2)[CH:8]=[C:7]([C:12]#[N:13])[CH:6]=[CH:5]3)[O:15]1. The catalyst class is: 12. (6) Reactant: [NH:1]1[CH2:5][CH2:4][C:3]2([CH2:10][CH:9]3[CH2:11][N:6]2[CH2:7][CH2:8]3)[CH2:2]1.C1(P(C2C=CC=CC=2)C2C=CC3C(=CC=CC=3)C=2C2C3C(=CC=CC=3)C=CC=2P(C2C=CC=CC=2)C2C=CC=CC=2)C=CC=CC=1.CC(C)([O-])C.[K+].Br[C:65]1[CH:66]=[C:67]([O:71][CH2:72][CH3:73])[CH:68]=[N:69][CH:70]=1. Product: [CH2:72]([O:71][C:67]1[CH:66]=[C:65]([N:1]2[CH2:5][CH2:4][C:3]3([CH2:10][CH:9]4[CH2:11][N:6]3[CH2:7][CH2:8]4)[CH2:2]2)[CH:70]=[N:69][CH:68]=1)[CH3:73]. The catalyst class is: 11. (7) Reactant: [CH2:1]([O:3][C:4](=[O:17])[CH2:5][CH2:6][CH2:7][CH2:8][N:9]1[CH2:14][CH2:13][O:12][C@H:11]([CH2:15][NH2:16])[CH2:10]1)[CH3:2].[NH2:18][C:19]1[C:27]([Cl:28])=[CH:26][C:22]([C:23]([OH:25])=[O:24])=[C:21]([O:29][CH2:30][CH3:31])[CH:20]=1.Cl.C(N=C=N[CH2:38][CH2:39][CH2:40][N:41]([CH3:43])C)C.[C:44](=O)(O)[O-].[Na+]. Product: [NH2:18][C:19]1[C:27]([Cl:28])=[CH:26][C:22]([C:23]([NH:16][CH2:15][C@@H:11]2[CH2:10][N:9]([CH2:8][CH2:7][CH2:6][CH2:5][C:4]([O:3][C@@H:1]3[CH:38]4[CH2:39][CH2:40][N:41]([CH2:43][CH2:44]4)[CH2:2]3)=[O:17])[CH2:14][CH2:13][O:12]2)=[O:25])=[C:21]([O:29][CH2:30][CH3:31])[CH:20]=1.[CH2:1]([O:3][C:4](=[O:17])[CH2:5][CH2:6][CH2:7][CH2:8][N:9]1[CH2:14][CH2:13][O:12][C@H:11]([CH2:15][NH:16][C:23](=[O:24])[C:22]2[CH:26]=[C:27]([Cl:28])[C:19]([NH2:18])=[CH:20][C:21]=2[O:29][CH2:30][CH3:31])[CH2:10]1)[CH3:2]. The catalyst class is: 4. (8) Reactant: [CH3:1][C:2]1[C:7]([N+:8]([O-:10])=[O:9])=[CH:6][CH:5]=[CH:4][C:3]=1[N:11]1[C:15](=[O:16])[NH:14][N:13]=[N:12]1.[C:17](=O)([O-])[O-].[K+].[K+].S(OC)(OC)(=O)=O.C(=O)(O)[O-].[Na+]. Product: [CH3:1][C:2]1[C:7]([N+:8]([O-:10])=[O:9])=[CH:6][CH:5]=[CH:4][C:3]=1[N:11]1[C:15](=[O:16])[N:14]([CH3:17])[N:13]=[N:12]1. The catalyst class is: 9.